The task is: Predict the product of the given reaction.. This data is from Forward reaction prediction with 1.9M reactions from USPTO patents (1976-2016). (1) Given the reactants [CH3:1][N:2]([CH3:17])[CH2:3][CH2:4][NH:5][C:6]1[CH:7]=[C:8]([NH2:16])[C:9]([N+:13]([O-])=O)=[CH:10][C:11]=1[F:12].[H][H], predict the reaction product. The product is: [CH3:1][N:2]([CH3:17])[CH2:3][CH2:4][NH:5][C:6]1[CH:7]=[C:8]([NH2:16])[C:9]([NH2:13])=[CH:10][C:11]=1[F:12]. (2) Given the reactants [OH-:1].[Na+].[NH2:3][C:4]1[N:8]([CH:9]2[CH2:14][CH2:13][CH2:12][N:11](C(OCC3C=CC=CC=3)=O)[CH2:10]2)[N:7]=[C:6]([C:25]2[CH:30]=[CH:29][C:28]([O:31][C:32]3[CH:37]=[CH:36][C:35]([F:38])=[CH:34][C:33]=3[F:39])=[CH:27][CH:26]=2)[C:5]=1[C:40]#[N:41], predict the reaction product. The product is: [NH2:3][C:4]1[N:8]([CH:9]2[CH2:14][CH2:13][CH2:12][NH:11][CH2:10]2)[N:7]=[C:6]([C:25]2[CH:26]=[CH:27][C:28]([O:31][C:32]3[CH:37]=[CH:36][C:35]([F:38])=[CH:34][C:33]=3[F:39])=[CH:29][CH:30]=2)[C:5]=1[C:40]([NH2:41])=[O:1]. (3) Given the reactants [NH2:1][C:2]1[NH:6][C:5]([C:7]([O:9][CH2:10][CH3:11])=[O:8])=[N:4][C:3]=1[CH2:12][CH2:13][C:14]([F:20])([F:19])[C:15]([F:18])([F:17])[F:16].CO[CH:23](OC)[CH2:24][CH:25](OC)OC, predict the reaction product. The product is: [F:19][C:14]([F:20])([C:15]([F:16])([F:17])[F:18])[CH2:13][CH2:12][C:3]1[N:4]=[C:5]([C:7]([O:9][CH2:10][CH3:11])=[O:8])[N:6]2[CH:25]=[CH:24][CH:23]=[N:1][C:2]=12. (4) Given the reactants [NH2:1][C:2]1[CH:7]=[CH:6][C:5]([CH2:8][CH2:9][C:10]([O:12][CH3:13])=[O:11])=[CH:4][CH:3]=1.[CH3:14][C:15]1[CH:20]=[CH:19][CH:18]=[C:17]([CH3:21])[C:16]=1[C:22]1[CH:27]=[CH:26][CH:25]=[C:24]([CH:28]=O)[CH:23]=1.C([BH3-])#N.[Na+].C(O)(=O)C.C(O)(=O)CC(CC(O)=O)(C(O)=O)O, predict the reaction product. The product is: [CH3:14][C:15]1[CH:20]=[CH:19][CH:18]=[C:17]([CH3:21])[C:16]=1[C:22]1[CH:27]=[CH:26][CH:25]=[C:24]([CH2:28][NH:1][C:2]2[CH:3]=[CH:4][C:5]([CH2:8][CH2:9][C:10]([O:12][CH3:13])=[O:11])=[CH:6][CH:7]=2)[CH:23]=1. (5) Given the reactants [F:1][C:2]1[CH:3]=[C:4]([OH:9])[CH:5]=[CH:6][C:7]=1[Cl:8].F[C:11]1[CH:18]=[CH:17][C:16]([CH:19]=[O:20])=[CH:15][C:12]=1[C:13]#[N:14], predict the reaction product. The product is: [Cl:8][C:7]1[CH:6]=[CH:5][C:4]([O:9][C:11]2[CH:18]=[CH:17][C:16]([CH2:19][OH:20])=[CH:15][C:12]=2[C:13]#[N:14])=[CH:3][C:2]=1[F:1]. (6) Given the reactants [F:1][C:2]1[CH:7]=[C:6]([F:8])[CH:5]=[CH:4][C:3]=1[C@:9]([OH:26])([C@H:16]([N:18]1[CH:22]=[C:21]([N+:23]([O-])=O)[CH:20]=[N:19]1)[CH3:17])[CH2:10][N:11]1[CH:15]=[N:14][CH:13]=[N:12]1, predict the reaction product. The product is: [NH2:23][C:21]1[CH:20]=[N:19][N:18]([C@H:16]([CH3:17])[C@:9]([C:3]2[CH:4]=[CH:5][C:6]([F:8])=[CH:7][C:2]=2[F:1])([OH:26])[CH2:10][N:11]2[CH:15]=[N:14][CH:13]=[N:12]2)[CH:22]=1. (7) Given the reactants C(OC(=O)[N:7]([C:17]1[C:22]([O:23][CH3:24])=[CH:21][C:20]([CH:25](O)[C:26]2[C:34]3[C:29](=[N:30][CH:31]=[C:32]([CH3:35])[CH:33]=3)[NH:28][CH:27]=2)=[CH:19][N:18]=1)CC1C=CC(OC)=CC=1)(C)(C)C.C([SiH](CC)CC)C.FC(F)(F)C(O)=O, predict the reaction product. The product is: [CH3:24][O:23][C:22]1[C:17]([NH2:7])=[N:18][CH:19]=[C:20]([CH2:25][C:26]2[C:34]3[C:29](=[N:30][CH:31]=[C:32]([CH3:35])[CH:33]=3)[NH:28][CH:27]=2)[CH:21]=1.